Dataset: Full USPTO retrosynthesis dataset with 1.9M reactions from patents (1976-2016). Task: Predict the reactants needed to synthesize the given product. (1) The reactants are: [CH3:1][C:2]1[C:3]([NH2:7])=[N:4][NH:5][CH:6]=1.[C:8]1(=O)[C:12]2[CH:13]=[CH:14][CH:15]=[CH:16][C:11]=2[C:10](=[O:17])[O:9]1. Given the product [CH3:1][C:2]1[C:3]([N:7]2[C:8](=[O:9])[C:12]3[C:11](=[CH:16][CH:15]=[CH:14][CH:13]=3)[C:10]2=[O:17])=[N:4][NH:5][CH:6]=1, predict the reactants needed to synthesize it. (2) Given the product [C:1]([O:5][N:6]=[C:7]1[C:16]2[C:11](=[CH:12][C:13]([C:56]#[C:50][C:51]3[CH:52]=[CH:53][CH:54]=[CH:55][N:49]=3)=[CH:14][CH:15]=2)[O:10][C:9]([C:18]2[N:19]=[CH:20][C:21]3[C:26]([CH:27]=2)=[CH:25][CH:24]=[CH:23][CH:22]=3)=[CH:8]1)([CH3:4])([CH3:3])[CH3:2], predict the reactants needed to synthesize it. The reactants are: [C:1]([O:5][N:6]=[C:7]1[C:16]2[C:11](=[CH:12][CH:13]=[C:14](Br)[CH:15]=2)[O:10][C:9]([C:18]2[N:19]=[CH:20][C:21]3[C:26]([CH:27]=2)=[CH:25][CH:24]=[CH:23][CH:22]=3)=[CH:8]1)([CH3:4])([CH3:3])[CH3:2].P([O-])([O-])([O-])=O.[K+].[K+].[K+].C1(B2OC(C)(C)C(C)(C)O2)CC1.[Cl-].[NH4+:49].[C:50]1([CH3:56])[CH:55]=[CH:54][CH:53]=[CH:52][CH:51]=1. (3) Given the product [CH3:23][C:13]1[S:14][C:15]([C:16]2[CH:17]=[C:18]([CH3:22])[CH:19]=[CH:20][CH:21]=2)=[C:11]([C:9]([N:8]2[CH2:7][C@@H:6]3[C@@H:4]([CH2:5]3)[C@H:3]2[CH2:2][NH:1][C:33]([C:29]2[CH:28]=[C:27]3[C:32](=[CH:31][CH:30]=2)[NH:24][CH:25]=[CH:26]3)=[O:34])=[O:10])[N:12]=1, predict the reactants needed to synthesize it. The reactants are: [NH2:1][CH2:2][C@H:3]1[N:8]([C:9]([C:11]2[N:12]=[C:13]([CH3:23])[S:14][C:15]=2[C:16]2[CH:17]=[C:18]([CH3:22])[CH:19]=[CH:20][CH:21]=2)=[O:10])[CH2:7][C@@H:6]2[C@H:4]1[CH2:5]2.[NH:24]1[C:32]2[C:27](=[CH:28][C:29]([C:33](O)=[O:34])=[CH:30][CH:31]=2)[CH:26]=[CH:25]1. (4) Given the product [CH3:14][O:13][C:10]1[CH:11]=[C:12]2[C:7]([CH:6]=[CH:5][CH:4]=[C:3]2[CH2:2][C:20]#[N:21])=[CH:8][CH:9]=1, predict the reactants needed to synthesize it. The reactants are: Cl[CH2:2][C:3]1[C:12]2[C:7](=[CH:8][CH:9]=[C:10]([O:13][CH3:14])[CH:11]=2)[CH:6]=[CH:5][CH:4]=1.CS(C)=O.O.[C-:20]#[N:21].[K+]. (5) Given the product [CH2:26]([O:28][C:29]([C:31]1([C:34]2[CH:39]=[CH:38][C:37]([C:2]3[CH:3]=[CH:4][C:5]([C:8]4[O:12][N:11]=[C:10]([CH3:13])[C:9]=4[CH2:14][C:15]([N:17]4[CH2:25][C:24]5[C:19](=[CH:20][CH:21]=[CH:22][CH:23]=5)[CH2:18]4)=[O:16])=[CH:6][CH:7]=3)=[CH:36][CH:35]=2)[CH2:32][CH2:33]1)=[O:30])[CH3:27], predict the reactants needed to synthesize it. The reactants are: Br[C:2]1[CH:7]=[CH:6][C:5]([C:8]2[O:12][N:11]=[C:10]([CH3:13])[C:9]=2[CH2:14][C:15]([N:17]2[CH2:25][C:24]3[C:19](=[CH:20][CH:21]=[CH:22][CH:23]=3)[CH2:18]2)=[O:16])=[CH:4][CH:3]=1.[CH2:26]([O:28][C:29]([C:31]1([C:34]2[CH:39]=[CH:38][C:37](B3OC(C)(C)C(C)(C)O3)=[CH:36][CH:35]=2)[CH2:33][CH2:32]1)=[O:30])[CH3:27]. (6) Given the product [N:30]1[N:27]2[CH:28]=[CH:29][C:24]([C:9]3[CH:10]=[CH:11][C:6]([C:4]([O:3][CH2:1][CH3:2])=[O:5])=[CH:7][CH:8]=3)=[N:25][C:26]2=[CH:32][CH:31]=1, predict the reactants needed to synthesize it. The reactants are: [CH2:1]([O:3][C:4]([C:6]1[CH:11]=[CH:10][C:9](B(O)O)=[CH:8][CH:7]=1)=[O:5])[CH3:2].[O-]P([O-])([O-])=O.[K+].[K+].[K+].Cl[C:24]1[CH:29]=[CH:28][N:27]2[N:30]=[CH:31][CH:32]=[C:26]2[N:25]=1. (7) Given the product [CH:7]1([C:10]2[CH:11]=[C:12]([CH2:13][OH:14])[CH:18]=[C:19]([O:27][CH2:28][CH3:29])[C:20]=2[N:21]2[CH2:26][CH2:25][CH2:24][CH2:23][CH2:22]2)[CH2:9][CH2:8]1, predict the reactants needed to synthesize it. The reactants are: [H-].[Al+3].[Li+].[H-].[H-].[H-].[CH:7]1([C:10]2[CH:11]=[C:12]([CH:18]=[C:19]([O:27][CH2:28][CH3:29])[C:20]=2[N:21]2[CH2:26][CH2:25][CH2:24][CH2:23][CH2:22]2)[C:13](OCC)=[O:14])[CH2:9][CH2:8]1.O.O.O.O.O.O.O.O.O.O.S([O-])([O-])(=O)=O.[Na+].[Na+]. (8) Given the product [CH2:1]([O:3][C:4]1[N:8]([CH2:9][C:10]2[CH:11]=[CH:12][C:13]([C:16]3[CH:21]=[CH:20][CH:19]=[CH:18][C:17]=3[C:22]3[NH:23][C:46](=[O:47])[O:25][N:24]=3)=[CH:14][CH:15]=2)[C:7]2[C:26]([C:30]([O:32][CH2:33][C:34]3[O:35][C:36](=[O:40])[O:37][C:38]=3[CH3:39])=[O:31])=[CH:27][CH:28]=[CH:29][C:6]=2[N:5]=1)[CH3:2], predict the reactants needed to synthesize it. The reactants are: [CH2:1]([O:3][C:4]1[N:8]([CH2:9][C:10]2[CH:15]=[CH:14][C:13]([C:16]3[CH:21]=[CH:20][CH:19]=[CH:18][C:17]=3[C:22](=[N:24][OH:25])[NH2:23])=[CH:12][CH:11]=2)[C:7]2[C:26]([C:30]([O:32][CH2:33][C:34]3[O:35][C:36](=[O:40])[O:37][C:38]=3[CH3:39])=[O:31])=[CH:27][CH:28]=[CH:29][C:6]=2[N:5]=1)[CH3:2].C1N=CN([C:46](N2C=NC=C2)=[O:47])C=1.O1CCCC1.S(=O)(O)[O-].[Na+]. (9) Given the product [NH2:8][C:4]1[CH:5]=[CH:6][CH:7]=[C:2]([NH:1][C:28](=[S:29])[NH:27][C:21]2[CH:22]=[CH:23][C:24]([Cl:26])=[CH:25][C:20]=2[Cl:19])[C:3]=1[NH:9][CH2:10][C:11]([F:17])([F:18])[C:12]([O:14][CH2:15][CH3:16])=[O:13], predict the reactants needed to synthesize it. The reactants are: [NH2:1][C:2]1[CH:7]=[CH:6][CH:5]=[C:4]([NH2:8])[C:3]=1[NH:9][CH2:10][C:11]([F:18])([F:17])[C:12]([O:14][CH2:15][CH3:16])=[O:13].[Cl:19][C:20]1[CH:25]=[C:24]([Cl:26])[CH:23]=[CH:22][C:21]=1[N:27]=[C:28]=[S:29].